From a dataset of Full USPTO retrosynthesis dataset with 1.9M reactions from patents (1976-2016). Predict the reactants needed to synthesize the given product. (1) Given the product [F:11][C:12]1[CH:13]=[C:14]([CH:15]([OH:16])[CH2:4][N+:1]([O-:3])=[O:2])[CH:17]=[C:18]([F:20])[CH:19]=1, predict the reactants needed to synthesize it. The reactants are: [N+:1]([CH3:4])([O-:3])=[O:2].C(=O)([O-])[O-].[K+].[K+].[F:11][C:12]1[CH:13]=[C:14]([CH:17]=[C:18]([F:20])[CH:19]=1)[CH:15]=[O:16]. (2) The reactants are: [C:1]([NH:4][CH2:5][CH:6]1[CH2:11][CH2:10][CH:9]([C:12](OCC)=[O:13])[CH2:8][CH2:7]1)(=[O:3])[CH3:2].[H-].[Al+3].[Li+].[H-].[H-].[H-]. Given the product [OH:13][CH2:12][CH:9]1[CH2:10][CH2:11][CH:6]([CH2:5][NH:4][C:1](=[O:3])[CH3:2])[CH2:7][CH2:8]1, predict the reactants needed to synthesize it.